This data is from Catalyst prediction with 721,799 reactions and 888 catalyst types from USPTO. The task is: Predict which catalyst facilitates the given reaction. (1) Reactant: [CH2:1]([N:3]([CH2:9][CH3:10])[CH2:4][C:5]#[C:6][CH2:7][OH:8])[CH3:2]. Product: [CH2:1]([N:3]([CH2:9][CH3:10])[CH2:4][C:5]#[C:6][CH:7]=[O:8])[CH3:2]. The catalyst class is: 177. (2) Reactant: [C:1]([O:6][CH2:7][CH3:8])(=[O:5])[CH:2]([CH3:4])[CH3:3].C[Si]([N-][Si](C)(C)C)(C)C.[Li+].Br[CH2:20][C:21]1[CH:26]=[CH:25][C:24]([F:27])=[CH:23][CH:22]=1. Product: [CH2:7]([O:6][C:1](=[O:5])[C:2]([CH3:4])([CH3:3])[CH2:20][C:21]1[CH:26]=[CH:25][C:24]([F:27])=[CH:23][CH:22]=1)[CH3:8]. The catalyst class is: 7. (3) The catalyst class is: 5. Reactant: [Br:1][C:2]1[CH:3]=[CH:4][C:5]2[S:9](=[O:11])(=[O:10])[N:8]=[C:7]([CH:12]3[CH2:14][CH2:13]3)[C:6]=2[CH:15]=1.[BH4-].[Na+]. Product: [Br:1][C:2]1[CH:3]=[CH:4][C:5]2[S:9](=[O:10])(=[O:11])[NH:8][CH:7]([CH:12]3[CH2:13][CH2:14]3)[C:6]=2[CH:15]=1. (4) Reactant: [CH3:1][N:2]1[C:10]2[C:5](=[CH:6][CH:7]=[CH:8][CH:9]=2)[C:4]([C:11]2[C:12](=[O:30])[NH:13][C:14](=[O:29])[C:15]=2[C:16]2[CH:21]=[CH:20][CH:19]=[C:18]([O:22][CH2:23][CH2:24][CH2:25][N:26]=[N+]=[N-])[CH:17]=2)=[CH:3]1.C1C=CC(P(C2C=CC=CC=2)C2C=CC=CC=2)=CC=1. Product: [CH3:1][N:2]1[C:10]2[C:5](=[CH:6][CH:7]=[CH:8][CH:9]=2)[C:4]([C:11]2[C:12](=[O:30])[NH:13][C:14](=[O:29])[C:15]=2[C:16]2[CH:21]=[CH:20][CH:19]=[C:18]([O:22][CH2:23][CH2:24][CH2:25][NH2:26])[CH:17]=2)=[CH:3]1. The catalyst class is: 1. (5) Reactant: [C:1]([O:5][C:6](=[O:46])[N:7]([C:37]1[CH:38]=[N:39][C:40]([O:43][CH2:44][CH3:45])=[CH:41][CH:42]=1)[C:8]1[CH:13]=[CH:12][C:11]([CH:14]([OH:35])[C:15]2[C:23]3[C:18](=[N:19][CH:20]=[C:21]([CH3:24])[CH:22]=3)[N:17]([Si:25]([CH:32]([CH3:34])[CH3:33])([CH:29]([CH3:31])[CH3:30])[CH:26]([CH3:28])[CH3:27])[CH:16]=2)=[C:10]([F:36])[N:9]=1)([CH3:4])([CH3:3])[CH3:2].CC(OI1(OC(C)=O)(OC(C)=O)OC(=O)C2C=CC=CC1=2)=O. Product: [C:1]([O:5][C:6](=[O:46])[N:7]([C:37]1[CH:38]=[N:39][C:40]([O:43][CH2:44][CH3:45])=[CH:41][CH:42]=1)[C:8]1[CH:13]=[CH:12][C:11]([C:14]([C:15]2[C:23]3[C:18](=[N:19][CH:20]=[C:21]([CH3:24])[CH:22]=3)[N:17]([Si:25]([CH:29]([CH3:30])[CH3:31])([CH:32]([CH3:33])[CH3:34])[CH:26]([CH3:28])[CH3:27])[CH:16]=2)=[O:35])=[C:10]([F:36])[N:9]=1)([CH3:2])([CH3:4])[CH3:3]. The catalyst class is: 4. (6) The catalyst class is: 103. Product: [CH:1]([C:2]1[CH:3]=[C:4]([C:13]([O:15][CH3:16])=[O:14])[C:5]2[CH:6]=[CH:7][C:8](=[O:12])[O:9][C:10]=2[CH:11]=1)=[CH2:17]. Reactant: [CH3:1][C:2]1[CH:3]=[C:4]([C:13]([O:15][CH3:16])=[O:14])[C:5]2[CH:6]=[CH:7][C:8](=[O:12])[O:9][C:10]=2[CH:11]=1.[CH:17](B1OC(C)(C)C(C)(C)O1)=C. (7) Reactant: [NH2:1][C:2]1[CH:12]=[CH:11][C:10]([N+:13]([O-:15])=[O:14])=[CH:9][C:3]=1[C:4]([NH:6][CH2:7][CH3:8])=[O:5].[C:16](Cl)(Cl)=[O:17].C1(C)C=CC=CC=1. Product: [CH2:7]([N:6]1[C:4](=[O:5])[C:3]2[C:2](=[CH:12][CH:11]=[C:10]([N+:13]([O-:15])=[O:14])[CH:9]=2)[NH:1][C:16]1=[O:17])[CH3:8]. The catalyst class is: 1.